From a dataset of Full USPTO retrosynthesis dataset with 1.9M reactions from patents (1976-2016). Predict the reactants needed to synthesize the given product. (1) The reactants are: [CH2:1]([O:8][C:9]1[CH:10]=[CH:11][C:12]([C@@H:20]([O:47][Si:48]([C:51]([CH3:54])([CH3:53])[CH3:52])([CH3:50])[CH3:49])[CH2:21][N:22]([C:40]([O:42][C:43]([CH3:46])([CH3:45])[CH3:44])=[O:41])[CH2:23][CH2:24][C:25]2[CH:39]=[CH:38][C:28]([C:29]([O:31]C3C=CC=CC=3)=[O:30])=[CH:27][CH:26]=2)=[C:13]2[C:18]=1[NH:17][C:16](=[O:19])[CH:15]=[CH:14]2)[C:2]1[CH:7]=[CH:6][CH:5]=[CH:4][CH:3]=1.[OH-].[Na+]. Given the product [CH2:1]([O:8][C:9]1[CH:10]=[CH:11][C:12]([C@@H:20]([O:47][Si:48]([C:51]([CH3:54])([CH3:53])[CH3:52])([CH3:49])[CH3:50])[CH2:21][N:22]([C:40]([O:42][C:43]([CH3:46])([CH3:44])[CH3:45])=[O:41])[CH2:23][CH2:24][C:25]2[CH:26]=[CH:27][C:28]([C:29]([OH:31])=[O:30])=[CH:38][CH:39]=2)=[C:13]2[C:18]=1[NH:17][C:16](=[O:19])[CH:15]=[CH:14]2)[C:2]1[CH:3]=[CH:4][CH:5]=[CH:6][CH:7]=1, predict the reactants needed to synthesize it. (2) Given the product [Cl:23][C:20]1[N:19]=[C:18]([C:24]([O:26][C:27]([CH3:30])([CH3:29])[CH3:28])=[O:25])[C:17]([S:9][C:6]2[CH:7]=[CH:8][C:3]([O:2][CH3:1])=[CH:4][CH:5]=2)=[CH:22][CH:21]=1, predict the reactants needed to synthesize it. The reactants are: [CH3:1][O:2][C:3]1[CH:8]=[CH:7][C:6]([SH:9])=[CH:5][CH:4]=1.C(=O)([O-])[O-].[K+].[K+].Cl[C:17]1[C:18]([C:24]([O:26][C:27]([CH3:30])([CH3:29])[CH3:28])=[O:25])=[N:19][C:20]([Cl:23])=[CH:21][CH:22]=1.C(Cl)(Cl)Cl. (3) Given the product [Cl:1][C:2]1[CH:3]=[C:4]([CH2:23][CH2:24][CH2:25][N:26]2[CH2:31][CH2:30][N:29]([CH3:32])[CH2:28][CH2:27]2)[CH:5]=[C:6]2[C:10]=1[C:9](=[O:11])[N:8]([CH2:12][C:13]1[CH:14]=[CH:15][C:16]([C:19]([F:21])([F:20])[F:22])=[CH:17][CH:18]=1)[CH2:7]2, predict the reactants needed to synthesize it. The reactants are: [Cl:1][C:2]1[CH:3]=[C:4]([C:23]#[C:24][CH2:25][N:26]2[CH2:31][CH2:30][N:29]([CH3:32])[CH2:28][CH2:27]2)[CH:5]=[C:6]2[C:10]=1[C:9](=[O:11])[N:8]([CH2:12][C:13]1[CH:18]=[CH:17][C:16]([C:19]([F:22])([F:21])[F:20])=[CH:15][CH:14]=1)[CH2:7]2.[H][H].C(Cl)(Cl)Cl.CO. (4) Given the product [F:1][C:2]1[CH:3]=[C:4]([CH:27]=[CH:28][C:29]=1[F:30])[CH2:5][N:6]1[CH2:11][CH2:10][CH2:9][CH2:8][CH:7]1[C:12]([NH:14][C@H:15]([C:17]1[CH:18]=[CH:19][C:20]([C:21]([O-:23])=[O:22])=[CH:25][CH:26]=1)[CH3:16])=[O:13].[Li+:32], predict the reactants needed to synthesize it. The reactants are: [F:1][C:2]1[CH:3]=[C:4]([CH:27]=[CH:28][C:29]=1[F:30])[CH2:5][N:6]1[CH2:11][CH2:10][CH2:9][CH2:8][CH:7]1[C:12]([NH:14][C@H:15]([C:17]1[CH:26]=[CH:25][C:20]([C:21]([O:23]C)=[O:22])=[CH:19][CH:18]=1)[CH3:16])=[O:13].O[Li:32].O. (5) Given the product [F:21][C:18]([F:19])([F:20])[C:15]1[CH:16]=[CH:17][C:12]([C:9]2[CH:8]=[CH:7][C:6]([O:5][CH2:4][O:3][CH2:1][CH3:2])=[C:11]([S:30][CH2:27][CH2:28][CH3:29])[CH:10]=2)=[CH:13][CH:14]=1, predict the reactants needed to synthesize it. The reactants are: [CH2:1]([O:3][CH2:4][O:5][C:6]1[CH:11]=[CH:10][C:9]([C:12]2[CH:17]=[CH:16][C:15]([C:18]([F:21])([F:20])[F:19])=[CH:14][CH:13]=2)=[CH:8][CH:7]=1)[CH3:2].C([Li])CCC.[CH2:27]([S:30][S:30][CH2:27][CH2:28][CH3:29])[CH2:28][CH3:29]. (6) Given the product [Cl:1][C:2]1[CH:7]=[C:6]([N+:8]([O-:10])=[O:9])[CH:5]=[CH:4][C:3]=1[C:11]([CH3:15])([CH3:14])[CH2:12][NH:13][C:25]([C:18]1[C:19]2[C:24](=[CH:23][CH:22]=[CH:21][CH:20]=2)[NH:16][N:17]=1)=[O:26], predict the reactants needed to synthesize it. The reactants are: [Cl:1][C:2]1[CH:7]=[C:6]([N+:8]([O-:10])=[O:9])[CH:5]=[CH:4][C:3]=1[C:11]([CH3:15])([CH3:14])[CH2:12][NH2:13].[NH:16]1[C:24]2[C:19](=[CH:20][CH:21]=[CH:22][CH:23]=2)[C:18]([C:25](O)=[O:26])=[N:17]1.C1C=CC2N(O)N=NC=2C=1.C(Cl)CCl.